Task: Predict which catalyst facilitates the given reaction.. Dataset: Catalyst prediction with 721,799 reactions and 888 catalyst types from USPTO Reactant: [CH3:1][NH:2][C:3]([C:5]1([C:18]2[CH:23]=[CH:22][CH:21]=[CH:20][N:19]=2)[NH:10][C:9]2[C:11]([N+:15]([O-])=O)=[CH:12][CH:13]=[CH:14][C:8]=2[O:7][CH2:6]1)=[O:4].[H][H]. Product: [NH2:15][C:11]1[C:9]2[NH:10][C:5]([C:18]3[CH:23]=[CH:22][CH:21]=[CH:20][N:19]=3)([C:3]([NH:2][CH3:1])=[O:4])[CH2:6][O:7][C:8]=2[CH:14]=[CH:13][CH:12]=1. The catalyst class is: 19.